This data is from Reaction yield outcomes from USPTO patents with 853,638 reactions. The task is: Predict the reaction yield, written as a fraction of the theoretical maximum amount of product (1.0 means a 100% yield; for example, 0.34 means a 34% yield). (1) The reactants are [C:1]([NH:3][C:4](=[N:12][C:13]1[CH:18]=[CH:17][C:16]([O:19][CH:20]([F:22])[F:21])=[C:15]([O:23][CH:24]([CH3:26])[CH3:25])[CH:14]=1)OC1C=CC=CC=1)#[N:2].[NH:27]([C:29]1[CH:34]=[CH:33][CH:32]=[CH:31][N:30]=1)[NH2:28]. The catalyst is CC(N(C)C)=O. The product is [F:22][CH:20]([F:21])[O:19][C:16]1[CH:17]=[CH:18][C:13]([NH:12][C:4]2[N:3]=[C:1]([NH2:2])[N:27]([C:29]3[CH:34]=[CH:33][CH:32]=[CH:31][N:30]=3)[N:28]=2)=[CH:14][C:15]=1[O:23][CH:24]([CH3:25])[CH3:26]. The yield is 0.970. (2) The catalyst is C1COCC1. The product is [C:1]([O:5][C:6]([N:8]1[CH2:12][CH:11]([O:13][C:34](=[O:35])[C:33]2[CH:32]=[CH:31][C:30]([N+:27]([O-:29])=[O:28])=[CH:38][CH:37]=2)[CH2:10][CH:9]1[C:14](=[O:26])[NH:15][C:16]1([C:21]([O:23][CH2:24][CH3:25])=[O:22])[CH2:18][CH:17]1[CH:19]=[CH2:20])=[O:7])([CH3:4])([CH3:2])[CH3:3]. The yield is 0.720. The reactants are [C:1]([O:5][C:6]([N:8]1[CH2:12][CH:11]([OH:13])[CH2:10][CH:9]1[C:14](=[O:26])[NH:15][C:16]1([C:21]([O:23][CH2:24][CH3:25])=[O:22])[CH2:18][CH:17]1[CH:19]=[CH2:20])=[O:7])([CH3:4])([CH3:3])[CH3:2].[N+:27]([C:30]1[CH:38]=[CH:37][C:33]([C:34](O)=[O:35])=[CH:32][CH:31]=1)([O-:29])=[O:28].C1C=CC(P(C2C=CC=CC=2)C2C=CC=CC=2)=CC=1.